This data is from NCI-60 drug combinations with 297,098 pairs across 59 cell lines. The task is: Regression. Given two drug SMILES strings and cell line genomic features, predict the synergy score measuring deviation from expected non-interaction effect. Drug 1: C1CC(=O)NC(=O)C1N2CC3=C(C2=O)C=CC=C3N. Drug 2: CCCCCOC(=O)NC1=NC(=O)N(C=C1F)C2C(C(C(O2)C)O)O. Cell line: HOP-62. Synergy scores: CSS=10.3, Synergy_ZIP=1.64, Synergy_Bliss=4.82, Synergy_Loewe=4.23, Synergy_HSA=2.67.